The task is: Regression. Given two drug SMILES strings and cell line genomic features, predict the synergy score measuring deviation from expected non-interaction effect.. This data is from NCI-60 drug combinations with 297,098 pairs across 59 cell lines. (1) Drug 1: CCC1=C2CN3C(=CC4=C(C3=O)COC(=O)C4(CC)O)C2=NC5=C1C=C(C=C5)O. Synergy scores: CSS=43.5, Synergy_ZIP=0.312, Synergy_Bliss=5.26, Synergy_Loewe=-13.9, Synergy_HSA=4.67. Drug 2: CN(CCCl)CCCl.Cl. Cell line: SF-295. (2) Drug 1: C1=CC(=C2C(=C1NCCNCCO)C(=O)C3=C(C=CC(=C3C2=O)O)O)NCCNCCO. Drug 2: C1=CC=C(C=C1)NC(=O)CCCCCCC(=O)NO. Cell line: SR. Synergy scores: CSS=83.6, Synergy_ZIP=1.79, Synergy_Bliss=1.33, Synergy_Loewe=-1.77, Synergy_HSA=3.31.